Regression. Given a peptide amino acid sequence and an MHC pseudo amino acid sequence, predict their binding affinity value. This is MHC class II binding data. From a dataset of Peptide-MHC class II binding affinity with 134,281 pairs from IEDB. (1) The peptide sequence is WSIHGKGEWMTTEDM. The MHC is DRB1_0404 with pseudo-sequence DRB1_0404. The binding affinity (normalized) is 0. (2) The peptide sequence is IDDRFANALLALNDMGK. The MHC is DRB1_1501 with pseudo-sequence DRB1_1501. The binding affinity (normalized) is 0.420. (3) The peptide sequence is KKGAGGITIKKTGQA. The MHC is HLA-DPA10201-DPB10501 with pseudo-sequence HLA-DPA10201-DPB10501. The binding affinity (normalized) is 0.0607. (4) The peptide sequence is GWGNGCGLFGKGSIV. The MHC is HLA-DQA10201-DQB10402 with pseudo-sequence HLA-DQA10201-DQB10402. The binding affinity (normalized) is 0. (5) The peptide sequence is GIFLSVAAGNEAENA. The MHC is DRB4_0101 with pseudo-sequence DRB4_0103. The binding affinity (normalized) is 0.568. (6) The peptide sequence is LVDEERKLHQQGRCR. The MHC is DRB5_0101 with pseudo-sequence DRB5_0101. The binding affinity (normalized) is 0.703. (7) The peptide sequence is LQMNSLRAEDTAVYY. The MHC is DRB3_0202 with pseudo-sequence DRB3_0202. The binding affinity (normalized) is 0.207. (8) The peptide sequence is QKLIEDINASFRAAM. The MHC is DRB3_0202 with pseudo-sequence DRB3_0202. The binding affinity (normalized) is 0.584. (9) The peptide sequence is QFEEIRNLALQTLPAMCNVY. The MHC is DRB3_0101 with pseudo-sequence DRB3_0101. The binding affinity (normalized) is 0. (10) The peptide sequence is PTPKIIEECEHLEDG. The MHC is HLA-DQA10501-DQB10303 with pseudo-sequence HLA-DQA10501-DQB10303. The binding affinity (normalized) is 0.